This data is from Catalyst prediction with 721,799 reactions and 888 catalyst types from USPTO. The task is: Predict which catalyst facilitates the given reaction. (1) Reactant: [NH2:1][C:2]1[C:7]2=[C:8]([C:17]([NH:19][CH2:20][CH2:21][CH2:22][NH:23]C(OC(C)(C)C)=O)=[O:18])[CH:9]=[C:10]([C:11]3[CH:16]=[CH:15][N:14]=[CH:13][CH:12]=3)[N:6]2[N:5]=[CH:4][N:3]=1.N1(C(OCC(C)(C)C(N[C@H]2CC[C@H](N)CC2)=O)=O)CCOCC1. Product: [NH2:1][C:2]1[C:7]2=[C:8]([C:17]([NH:19][CH2:20][CH2:21][CH2:22][NH2:23])=[O:18])[CH:9]=[C:10]([C:11]3[CH:16]=[CH:15][N:14]=[CH:13][CH:12]=3)[N:6]2[N:5]=[CH:4][N:3]=1. The catalyst class is: 24. (2) Reactant: [OH:1]O.[CH2:3]([C:5]1[CH:6]=[CH:7][C:8]([NH:11][C:12](=[O:17])[C:13]([CH3:16])([CH3:15])[CH3:14])=[N:9][CH:10]=1)[CH3:4].O. Product: [CH2:3]([C:5]1[CH:6]=[CH:7][C:8]([NH:11][C:12](=[O:17])[C:13]([CH3:16])([CH3:15])[CH3:14])=[N+:9]([O-:1])[CH:10]=1)[CH3:4]. The catalyst class is: 52. (3) Reactant: [O:1]1[C:5]2=[CH:6][N:7]=[CH:8][CH:9]=[C:4]2[C:3]([OH:10])=[N:2]1.[CH2:11]([Br:18])[C:12]1[CH:17]=[CH:16][CH:15]=[CH:14][CH:13]=1.CC(C)=O. Product: [Br-:18].[CH2:11]([N+:7]1[CH:6]=[C:5]2[O:1][N:2]=[C:3]([OH:10])[C:4]2=[CH:9][CH:8]=1)[C:12]1[CH:17]=[CH:16][CH:15]=[CH:14][CH:13]=1. The catalyst class is: 37. (4) Reactant: [CH:1]([C:4]1[CH:13]=[C:12]2[C:7]([C:8](=[O:20])[N:9]([NH:15][S:16]([CH3:19])(=[O:18])=[O:17])[C:10](=[O:14])[NH:11]2)=[CH:6][C:5]=1[C:21]1[N:22]([CH3:26])[N:23]=[CH:24][CH:25]=1)([CH3:3])[CH3:2].ClCCl.[C:30](Cl)(=[O:32])[CH3:31].C(=O)([O-])O.[Na+]. Product: [C:30]([N:15]([N:9]1[C:8](=[O:20])[C:7]2[C:12](=[CH:13][C:4]([CH:1]([CH3:3])[CH3:2])=[C:5]([C:21]3[N:22]([CH3:26])[N:23]=[CH:24][CH:25]=3)[CH:6]=2)[NH:11][C:10]1=[O:14])[S:16]([CH3:19])(=[O:17])=[O:18])(=[O:32])[CH3:31]. The catalyst class is: 66. (5) Reactant: CO[C:3](=[O:21])[CH2:4][C:5]1[CH2:6][CH2:7][N:8]([C:11]([O:13][CH2:14][C:15]2[CH:20]=[CH:19][CH:18]=[CH:17][CH:16]=2)=[O:12])[CH2:9][CH:10]=1.[NH2:22][C:23]1[C:28]([Br:29])=[CH:27][CH:26]=[CH:25][N:24]=1. Product: [Br:29][C:28]1[C:23]([NH:22][C:3](=[O:21])[CH2:4][C:5]2[CH2:6][CH2:7][N:8]([C:11]([O:13][CH2:14][C:15]3[CH:16]=[CH:17][CH:18]=[CH:19][CH:20]=3)=[O:12])[CH2:9][CH:10]=2)=[N:24][CH:25]=[CH:26][CH:27]=1. The catalyst class is: 26. (6) The catalyst class is: 1. Product: [C:11]([O:10][C:9]([NH:8][C:6]1[S:7][C:3]([CH2:2][P:16](=[O:23])([O:20][CH2:21][CH3:22])[O:17][CH2:18][CH3:19])=[CH:4][N:5]=1)=[O:15])([CH3:14])([CH3:13])[CH3:12]. Reactant: Cl[CH2:2][C:3]1[S:7][C:6]([NH:8][C:9](=[O:15])[O:10][C:11]([CH3:14])([CH3:13])[CH3:12])=[N:5][CH:4]=1.[P:16]([O:23]CC)([O:20][CH2:21][CH3:22])[O:17][CH2:18][CH3:19].